This data is from Forward reaction prediction with 1.9M reactions from USPTO patents (1976-2016). The task is: Predict the product of the given reaction. (1) The product is: [CH3:27][O:26][C:21]1[CH:22]=[CH:23][CH:24]=[CH:25][C:20]=1[CH2:19][O:18][CH2:17][CH2:16][CH2:15][O:14][C:11]1[CH:12]=[CH:13][C:8]([CH:7]2[CH2:6][CH2:5][N:4]([C:28]([O:30][C:31]([CH3:34])([CH3:33])[CH3:32])=[O:29])[CH2:3][CH:2]2[O:1][CH2:36][C:37]2[CH:38]=[CH:39][C:40]3[S:45][CH2:44][C:43](=[O:46])[N:42]([CH2:47][CH2:48][CH2:49][O:50][CH3:51])[C:41]=3[CH:52]=2)=[CH:9][CH:10]=1. Given the reactants [OH:1][CH:2]1[CH:7]([C:8]2[CH:13]=[CH:12][C:11]([O:14][CH2:15][CH2:16][CH2:17][O:18][CH2:19][C:20]3[CH:25]=[CH:24][CH:23]=[CH:22][C:21]=3[O:26][CH3:27])=[CH:10][CH:9]=2)[CH2:6][CH2:5][N:4]([C:28]([O:30][C:31]([CH3:34])([CH3:33])[CH3:32])=[O:29])[CH2:3]1.Cl[CH2:36][C:37]1[CH:38]=[CH:39][C:40]2[S:45][CH2:44][C:43](=[O:46])[N:42]([CH2:47][CH2:48][CH2:49][O:50][CH3:51])[C:41]=2[CH:52]=1, predict the reaction product. (2) The product is: [CH3:1][C:2]1[N:7]=[C:6]2[S:8][C:9]3[CH2:14][CH2:13][CH2:12][CH2:11][C:10]=3[C:5]2=[C:4]([C:15]2[CH:20]=[CH:19][C:18]([CH3:21])=[CH:17][CH:16]=2)[C:3]=1[CH:22]([CH2:27][CH2:28][C:29]1[CH:30]=[CH:31][CH:32]=[CH:33][CH:34]=1)[C:23]([OH:25])=[O:24]. Given the reactants [CH3:1][C:2]1[N:7]=[C:6]2[S:8][C:9]3[CH2:14][CH2:13][CH2:12][CH2:11][C:10]=3[C:5]2=[C:4]([C:15]2[CH:20]=[CH:19][C:18]([CH3:21])=[CH:17][CH:16]=2)[C:3]=1[CH:22]([CH2:27][CH2:28][C:29]1[CH:34]=[CH:33][CH:32]=[CH:31][CH:30]=1)[C:23]([O:25]C)=[O:24].[OH-].[Na+], predict the reaction product. (3) Given the reactants [CH3:1][C:2]1([CH3:9])[C:6]([CH3:8])([CH3:7])[O:5][BH:4][O:3]1.[Cl:10][C:11]1[C:12]([CH3:23])=[C:13](I)[C:14]([O:20][CH3:21])=[C:15]([C:17](=[O:19])[CH3:18])[CH:16]=1.C1(P(C2CCCCC2)C2C=CC=CC=2C2C(OC)=CC=CC=2OC)CCCCC1.C(N(CC)CC)C, predict the reaction product. The product is: [Cl:10][C:11]1[C:12]([CH3:23])=[C:13]([B:4]2[O:5][C:6]([CH3:8])([CH3:7])[C:2]([CH3:9])([CH3:1])[O:3]2)[C:14]([O:20][CH3:21])=[C:15]([C:17](=[O:19])[CH3:18])[CH:16]=1. (4) Given the reactants [NH2:1][C:2](=[C:10]([C:15](=O)[CH:16]([CH3:18])[CH3:17])[C:11]([O:13][CH3:14])=[O:12])[C:3]1[CH:8]=[CH:7][C:6]([F:9])=[CH:5][CH:4]=1.C1(C)C=CC=CC=1.[C:27]([N:29]([CH3:34])[S:30]([CH3:33])(=[O:32])=[O:31])#[N:28], predict the reaction product. The product is: [F:9][C:6]1[CH:7]=[CH:8][C:3]([C:2]2[C:10]([C:11]([O:13][CH3:14])=[O:12])=[C:15]([CH:16]([CH3:18])[CH3:17])[N:28]=[C:27]([N:29]([S:30]([CH3:33])(=[O:32])=[O:31])[CH3:34])[N:1]=2)=[CH:4][CH:5]=1. (5) Given the reactants C([CH:5]1[CH2:10][CH:9]([CH2:11][CH2:12][N:13]2[C:17]3=[CH:18][N:19]=[C:20]([NH2:22])[CH:21]=[C:16]3[CH:15]=[C:14]2[C:23]2[O:31][C:27]3=[CH:28][CH:29]=[CH:30][C:26]3=[CH:25][CH:24]=2)[CH2:8][CH2:7][N:6]1C(N)=O)(C)(C)C.[ClH:35], predict the reaction product. The product is: [ClH:35].[ClH:35].[O:31]1[C:27]2=[CH:28][CH:29]=[CH:30][C:26]2=[CH:25][CH:24]=[C:23]1[C:14]1[N:13]([CH2:12][CH2:11][CH:9]2[CH2:10][CH2:5][NH:6][CH2:7][CH2:8]2)[C:17]2=[CH:18][N:19]=[C:20]([NH2:22])[CH:21]=[C:16]2[CH:15]=1. (6) Given the reactants Cl[CH2:2][C@@H:3]1[CH2:7][O:6][C:5]([CH3:9])([CH3:8])[O:4]1.[Cl:10][C:11]1[N:19]=[C:18]2[C:14]([NH:15][C:16](=[O:26])[N:17]2[CH:20]2[CH2:25][CH2:24][O:23][CH2:22][CH2:21]2)=[CH:13][N:12]=1.C(=O)([O-])[O-].[K+].[K+].O, predict the reaction product. The product is: [Cl:10][C:11]1[N:19]=[C:18]2[C:14]([N:15]([CH2:2][C@H:3]3[CH2:7][O:6][C:5]([CH3:9])([CH3:8])[O:4]3)[C:16](=[O:26])[N:17]2[CH:20]2[CH2:21][CH2:22][O:23][CH2:24][CH2:25]2)=[CH:13][N:12]=1. (7) Given the reactants [CH2:1]([NH:8][C:9](=[O:12])[CH2:10]Cl)[C:2]1[CH:7]=[CH:6][CH:5]=[CH:4][CH:3]=1.CCN(C(C)C)C(C)C.[F:22][C:23]1[CH:29]=[C:28]([F:30])[CH:27]=[C:26]([F:31])[C:24]=1[NH2:25], predict the reaction product. The product is: [CH2:1]([NH:8][C:9](=[O:12])[CH2:10][NH:25][C:24]1[C:23]([F:22])=[CH:29][C:28]([F:30])=[CH:27][C:26]=1[F:31])[C:2]1[CH:7]=[CH:6][CH:5]=[CH:4][CH:3]=1. (8) Given the reactants Br[CH2:2][C:3]([C:5]1[CH:25]=[CH:24][C:8]([O:9][CH2:10][CH2:11][CH2:12][CH2:13][CH2:14][O:15][C:16]2[CH:23]=[CH:22][C:19]([C:20]#[N:21])=[CH:18][CH:17]=2)=[CH:7][CH:6]=1)=O.C(O)C.[C:29]([NH2:32])(=[S:31])[CH3:30], predict the reaction product. The product is: [CH3:30][C:29]1[S:31][CH:2]=[C:3]([C:5]2[CH:25]=[CH:24][C:8]([O:9][CH2:10][CH2:11][CH2:12][CH2:13][CH2:14][O:15][C:16]3[CH:23]=[CH:22][C:19]([C:20]#[N:21])=[CH:18][CH:17]=3)=[CH:7][CH:6]=2)[N:32]=1. (9) Given the reactants [C:1]([Si:5]([O:8][CH2:9][CH2:10][C:11]1[CH:16]=[C:15]([O:17][CH3:18])[CH:14]=[CH:13][C:12]=1[O:19][CH3:20])([CH3:7])[CH3:6])([CH3:4])([CH3:3])[CH3:2].C1C(=O)N([Br:28])C(=O)C1, predict the reaction product. The product is: [Br:28][C:14]1[C:15]([O:17][CH3:18])=[CH:16][C:11]([CH2:10][CH2:9][O:8][Si:5]([C:1]([CH3:2])([CH3:4])[CH3:3])([CH3:6])[CH3:7])=[C:12]([O:19][CH3:20])[CH:13]=1. (10) The product is: [Cl:1][C:2]1[CH:3]=[CH:4][C:5]([C:8]2[CH2:13][C:12]([CH3:14])([CH3:15])[CH2:11][CH2:10][C:9]=2[C:16](=[O:18])[CH3:17])=[CH:6][CH:7]=1. Given the reactants [Cl:1][C:2]1[CH:7]=[CH:6][C:5]([C:8]2[CH2:13][C:12]([CH3:15])([CH3:14])[CH2:11][CH2:10][C:9]=2[CH:16]([OH:18])[CH3:17])=[CH:4][CH:3]=1.CC(OI1(OC(C)=O)(OC(C)=O)OC(=O)C2C=CC=CC1=2)=O, predict the reaction product.